Dataset: Catalyst prediction with 721,799 reactions and 888 catalyst types from USPTO. Task: Predict which catalyst facilitates the given reaction. Reactant: [CH:1]1([CH2:4][N:5]2[CH:11]([C:12]3[CH:17]=[CH:16][CH:15]=[CH:14][CH:13]=3)[CH:10]=[CH:9][CH2:8][CH:7]([N:18]3C(=O)C4C(=CC=CC=4)C3=O)[C:6]2=[O:29])[CH2:3][CH2:2]1.O.NN. Product: [NH2:18][CH:7]1[CH2:8][CH:9]=[CH:10][C@H:11]([C:12]2[CH:17]=[CH:16][CH:15]=[CH:14][CH:13]=2)[N:5]([CH2:4][CH:1]2[CH2:3][CH2:2]2)[C:6]1=[O:29].[NH2:18][CH:7]1[CH2:8][CH:9]=[CH:10][C@@H:11]([C:12]2[CH:17]=[CH:16][CH:15]=[CH:14][CH:13]=2)[N:5]([CH2:4][CH:1]2[CH2:3][CH2:2]2)[C:6]1=[O:29]. The catalyst class is: 275.